This data is from Forward reaction prediction with 1.9M reactions from USPTO patents (1976-2016). The task is: Predict the product of the given reaction. (1) The product is: [CH3:1][N:2]1[CH2:7][CH2:6][N:5]2[N:8]=[C:9]([NH2:11])[CH:10]=[C:4]2[CH2:3]1. Given the reactants [CH3:1][N:2]1[CH2:7][CH2:6][N:5]2[N:8]=[C:9]([N+:11]([O-])=O)[CH:10]=[C:4]2[CH2:3]1, predict the reaction product. (2) The product is: [CH2:1]([O:4][C:5]1[CH:9]=[C:8]([CH2:10][CH2:11][CH2:12][OH:13])[N:7]([CH2:17][C:18]2[CH:27]=[CH:26][C:25]3[C:20](=[CH:21][CH:22]=[CH:23][CH:24]=3)[N:19]=2)[N:6]=1)[CH2:2][CH3:3]. Given the reactants [CH2:1]([O:4][C:5]1[CH:9]=[C:8]([CH2:10][CH2:11][C:12](OCC)=[O:13])[N:7]([CH2:17][C:18]2[CH:27]=[CH:26][C:25]3[C:20](=[CH:21][CH:22]=[CH:23][CH:24]=3)[N:19]=2)[N:6]=1)[CH2:2][CH3:3].[H-].C([Al+]CC(C)C)C(C)C.C(O)C.[Cl-].[NH4+], predict the reaction product. (3) Given the reactants [I:1]I.[OH-].[K+].[CH:5]1([C:8]2[N:13]=[C:12]([C:14]3[CH:15]=[C:16]4[C:20](=[CH:21][CH:22]=3)[NH:19][N:18]=[CH:17]4)[CH:11]=[N:10][CH:9]=2)[CH2:7][CH2:6]1.OS([O-])=O.[Na+], predict the reaction product. The product is: [CH:5]1([C:8]2[N:13]=[C:12]([C:14]3[CH:15]=[C:16]4[C:20](=[CH:21][CH:22]=3)[NH:19][N:18]=[C:17]4[I:1])[CH:11]=[N:10][CH:9]=2)[CH2:7][CH2:6]1. (4) The product is: [Cl:1][C:2]1[N:7]=[C:6]([NH:10][CH2:11][CH2:12][CH2:13][OH:14])[C:5]([F:9])=[CH:4][N:3]=1. Given the reactants [Cl:1][C:2]1[N:7]=[C:6](Cl)[C:5]([F:9])=[CH:4][N:3]=1.[NH2:10][CH2:11][CH2:12][CH2:13][OH:14].C(=O)([O-])[O-].[Na+].[Na+], predict the reaction product. (5) Given the reactants CI.[C:3](=O)([O-])[O-].[K+].[K+].[CH3:9][C:10]1[CH:18]=[CH:17][C:13]([C:14]([OH:16])=[O:15])=[CH:12][C:11]=1[C@H:19]1[C@H:24]([O:25][CH2:26][C:27]2[CH:32]=[CH:31][CH:30]=[CH:29][CH:28]=2)[C@@H:23]([O:33][CH2:34][C:35]2[CH:40]=[CH:39][CH:38]=[CH:37][CH:36]=2)[C@H:22]([O:41][CH2:42][C:43]2[CH:48]=[CH:47][CH:46]=[CH:45][CH:44]=2)[C@@H:21]([CH2:49][O:50][CH2:51][C:52]2[CH:57]=[CH:56][CH:55]=[CH:54][CH:53]=2)[O:20]1, predict the reaction product. The product is: [CH3:9][C:10]1[CH:18]=[CH:17][C:13]([C:14]([O:16][CH3:3])=[O:15])=[CH:12][C:11]=1[C@H:19]1[C@H:24]([O:25][CH2:26][C:27]2[CH:28]=[CH:29][CH:30]=[CH:31][CH:32]=2)[C@@H:23]([O:33][CH2:34][C:35]2[CH:40]=[CH:39][CH:38]=[CH:37][CH:36]=2)[C@H:22]([O:41][CH2:42][C:43]2[CH:44]=[CH:45][CH:46]=[CH:47][CH:48]=2)[C@@H:21]([CH2:49][O:50][CH2:51][C:52]2[CH:57]=[CH:56][CH:55]=[CH:54][CH:53]=2)[O:20]1. (6) Given the reactants [NH2:1][C:2]1[N:3]([CH3:24])[C:4](=[O:23])[C:5]2([C:15]3[C:10](=[CH:11][CH:12]=[C:13](Br)[CH:14]=3)[O:9][CH:8]([C:17]3[CH:22]=[CH:21][CH:20]=[CH:19][CH:18]=3)[CH2:7]2)[N:6]=1.[C:25]([C:27]1[CH:28]=[C:29](B(O)O)[CH:30]=[CH:31][C:32]=1[F:33])#[N:26], predict the reaction product. The product is: [NH2:1][C:2]1[N:3]([CH3:24])[C:4](=[O:23])[C:5]2([C:15]3[C:10](=[CH:11][CH:12]=[C:13]([C:29]4[CH:30]=[CH:31][C:32]([F:33])=[C:27]([CH:28]=4)[C:25]#[N:26])[CH:14]=3)[O:9][CH:8]([C:17]3[CH:22]=[CH:21][CH:20]=[CH:19][CH:18]=3)[CH2:7]2)[N:6]=1. (7) Given the reactants [H-].[Na+].[CH2:3]([SH:5])[CH3:4].Cl[C:7]1[N:8]=[C:9]2[CH:14]=[CH:13][C:12]([CH2:15][CH2:16][CH3:17])=[N:11][N:10]2[C:18]=1[S:19]([NH2:22])(=[O:21])=[O:20].Cl, predict the reaction product. The product is: [CH2:3]([S:5][C:7]1[N:8]=[C:9]2[CH:14]=[CH:13][C:12]([CH2:15][CH2:16][CH3:17])=[N:11][N:10]2[C:18]=1[S:19]([NH2:22])(=[O:21])=[O:20])[CH3:4]. (8) Given the reactants [Cl:1][C:2]1[CH:7]=[CH:6][C:5]([CH:8]2[CH:12]([C:13]3[CH:18]=[CH:17][C:16]([Cl:19])=[CH:15][CH:14]=3)[N:11]([C:20](Cl)=[O:21])[C:10]([C:23]3[C:24]([O:30][CH2:31][CH3:32])=[N:25][C:26]([CH3:29])=[N:27][CH:28]=3)=[N:9]2)=[CH:4][CH:3]=1.[CH3:33][N:34]([CH3:44])[C:35](=[O:43])[CH2:36][N:37]1[CH2:42][CH2:41][NH:40][CH2:39][CH2:38]1, predict the reaction product. The product is: [Cl:1][C:2]1[CH:7]=[CH:6][C:5]([C@H:8]2[C@@H:12]([C:13]3[CH:14]=[CH:15][C:16]([Cl:19])=[CH:17][CH:18]=3)[N:11]([C:20]([N:40]3[CH2:39][CH2:38][N:37]([CH2:36][C:35]([N:34]([CH3:44])[CH3:33])=[O:43])[CH2:42][CH2:41]3)=[O:21])[C:10]([C:23]3[C:24]([O:30][CH2:31][CH3:32])=[N:25][C:26]([CH3:29])=[N:27][CH:28]=3)=[N:9]2)=[CH:4][CH:3]=1. (9) Given the reactants Br[CH2:2][CH2:3][CH2:4][N:5]1[C:9]2[CH:10]=[CH:11][CH:12]=[CH:13][C:8]=2[N:7]([C:14]2[CH:19]=[CH:18][CH:17]=[C:16]([F:20])[CH:15]=2)[S:6]1(=[O:22])=[O:21].[CH3:23][NH2:24], predict the reaction product. The product is: [F:20][C:16]1[CH:15]=[C:14]([N:7]2[C:8]3[CH:13]=[CH:12][CH:11]=[CH:10][C:9]=3[N:5]([CH2:4][CH2:3][CH2:2][NH:24][CH3:23])[S:6]2(=[O:22])=[O:21])[CH:19]=[CH:18][CH:17]=1.